From a dataset of Reaction yield outcomes from USPTO patents with 853,638 reactions. Predict the reaction yield, written as a fraction of the theoretical maximum amount of product (1.0 means a 100% yield; for example, 0.34 means a 34% yield). (1) The yield is 0.230. The catalyst is C1COCC1. The product is [NH:1]1[C:5]2=[N:6][CH:7]=[C:8]([NH:10][C:21](=[O:22])[O:23][C:24]3[CH:29]=[CH:28][CH:27]=[CH:26][CH:25]=3)[CH:9]=[C:4]2[CH:3]=[CH:2]1. The reactants are [NH:1]1[C:5]2=[N:6][CH:7]=[C:8]([NH2:10])[CH:9]=[C:4]2[CH:3]=[CH:2]1.CC#N.N1C=CC=CC=1.Cl[C:21]([O:23][C:24]1[CH:29]=[CH:28][CH:27]=[CH:26][CH:25]=1)=[O:22]. (2) The reactants are [C:1]([Si:5]([O:8]/[C:9](/[C:12]1[CH:17]=[CH:16][CH:15]=[C:14](Cl)[CH:13]=1)=[CH:10]\[CH3:11])([CH3:7])[CH3:6])([CH3:4])([CH3:3])[CH3:2].[CH:19]1[C:28]2[C:19](=[CH:20][CH:21]=CC=2)[CH:28]=[CH:21][C:20]=1C(=O)CC.[Si](OS(C(F)(F)F)(=O)=O)(C(C)(C)C)(C)C.CCN(CC)CC. The catalyst is C(Cl)Cl. The product is [C:1]([Si:5]([CH3:7])([CH3:6])[O:8]/[C:9](/[C:12]1[CH:17]=[CH:16][C:15]2[C:14](=[CH:28][CH:19]=[CH:20][CH:21]=2)[CH:13]=1)=[CH:10]\[CH3:11])([CH3:4])([CH3:3])[CH3:2]. The yield is 0.730. (3) The reactants are Cl.[NH2:2][C@H:3]([CH:19]([CH3:21])[CH3:20])[C:4]([N:6]1[CH2:11][CH2:10][CH:9]([C:12]2[CH:17]=[CH:16][C:15]([Cl:18])=[CH:14][CH:13]=2)[CH2:8][CH2:7]1)=[O:5].CCN(C(C)C)C(C)C.[Cl:31][CH2:32][C:33]1[CH:34]=[C:35]([CH:39]=[CH:40][CH:41]=1)[C:36](Cl)=[O:37]. The catalyst is C(Cl)Cl. The product is [Cl:31][CH2:32][C:33]1[CH:34]=[C:35]([CH:39]=[CH:40][CH:41]=1)[C:36]([NH:2][C@H:3]([CH:19]([CH3:21])[CH3:20])[C:4]([N:6]1[CH2:11][CH2:10][CH:9]([C:12]2[CH:13]=[CH:14][C:15]([Cl:18])=[CH:16][CH:17]=2)[CH2:8][CH2:7]1)=[O:5])=[O:37]. The yield is 0.580. (4) The reactants are [Cl:1][C:2]1[C:11]2[C:6](=[CH:7][CH:8]=[CH:9][CH:10]=2)[CH:5]=[CH:4][C:3]=1[CH2:12][CH2:13][CH2:14][NH2:15].[S:16]1[CH:20]=[CH:19][CH:18]=[C:17]1[CH:21]=O. No catalyst specified. The product is [Cl:1][C:2]1[C:11]2[C:6](=[CH:7][CH:8]=[CH:9][CH:10]=2)[CH:5]=[CH:4][C:3]=1[CH2:12][CH2:13][CH2:14][NH:15][CH2:21][C:17]1[S:16][CH:20]=[CH:19][CH:18]=1. The yield is 0.700. (5) The reactants are Br[C:2]1[CH:3]=[C:4]([F:21])[C:5]2[N:9]=[C:8]([CH3:10])[N:7]([C:11]3[CH:12]=[CH:13][C:14]([F:19])=[C:15]([CH:18]=3)[C:16]#[N:17])[C:6]=2[CH:20]=1.[F:22][C:23]1[CH:28]=[CH:27][C:26]([C:29]2[O:30][C:31]3[CH:41]=[C:40]([N:42]([CH3:47])[S:43]([CH3:46])(=[O:45])=[O:44])[C:39](B4OC(C)(C)C(C)(C)O4)=[CH:38][C:32]=3[C:33]=2[C:34]([NH:36][CH3:37])=[O:35])=[CH:25][CH:24]=1.C([O-])([O-])=[O:58].[K+].[K+]. The catalyst is O1CCOCC1.O.C1C=CC(P(C2C=CC=CC=2)[C-]2C=CC=C2)=CC=1.C1C=CC(P(C2C=CC=CC=2)[C-]2C=CC=C2)=CC=1.Cl[Pd]Cl.[Fe+2]. The product is [C:16]([C:15]1[CH:18]=[C:11]([N:7]2[C:6]3[CH:20]=[C:2]([C:39]4[C:40]([N:42]([CH3:47])[S:43]([CH3:46])(=[O:44])=[O:45])=[CH:41][C:31]5[O:30][C:29]([C:26]6[CH:27]=[CH:28][C:23]([F:22])=[CH:24][CH:25]=6)=[C:33]([C:34]([NH:36][CH3:37])=[O:35])[C:32]=5[CH:38]=4)[CH:3]=[C:4]([F:21])[C:5]=3[N:9]=[C:8]2[CH3:10])[CH:12]=[CH:13][C:14]=1[F:19])(=[O:58])[NH2:17]. The yield is 0.120. (6) The reactants are CO[C:3](=[O:25])[C:4]1[CH:9]=[CH:8][C:7]([O:10][CH2:11][C:12]2[C:13]([C:18]3[CH:19]=[C:20]([CH3:24])[CH:21]=[CH:22][CH:23]=3)=[N:14][O:15][C:16]=2[CH3:17])=[N:6][CH:5]=1.[CH:26]([NH2:29])([CH3:28])[CH3:27]. No catalyst specified. The product is [CH:26]([NH:29][C:3](=[O:25])[C:4]1[CH:9]=[CH:8][C:7]([O:10][CH2:11][C:12]2[C:13]([C:18]3[CH:19]=[C:20]([CH3:24])[CH:21]=[CH:22][CH:23]=3)=[N:14][O:15][C:16]=2[CH3:17])=[N:6][CH:5]=1)([CH3:28])[CH3:27]. The yield is 0.740.